From a dataset of Full USPTO retrosynthesis dataset with 1.9M reactions from patents (1976-2016). Predict the reactants needed to synthesize the given product. Given the product [CH2:1]([C:5]1=[CH:6][N:7]([C:25]([CH3:26])([CH3:28])[CH3:27])[S:8]/[C:9]/1=[N:10]\[C:11]([CH:13]1[CH2:17][CH2:16][NH:15][CH2:14]1)=[O:12])[CH2:2][CH2:3][CH3:4], predict the reactants needed to synthesize it. The reactants are: [CH2:1]([C:5]1=[CH:6][N:7]([C:25]([CH3:28])([CH3:27])[CH3:26])[S:8]/[C:9]/1=[N:10]\[C:11]([CH:13]1[CH2:17][CH2:16][N:15](C(OC(C)(C)C)=O)[CH2:14]1)=[O:12])[CH2:2][CH2:3][CH3:4].FC(F)(F)C(O)=O.C(=O)(O)[O-].[Na+].